Dataset: Full USPTO retrosynthesis dataset with 1.9M reactions from patents (1976-2016). Task: Predict the reactants needed to synthesize the given product. Given the product [CH2:5]([NH:17][C:28](=[O:29])[CH2:27][CH2:26][CH:25]([OH:30])[CH2:24][CH2:23][CH2:22][CH2:21][CH2:20][CH2:19][CH3:18])[CH2:6][CH2:7][CH2:8][CH2:9][CH2:10][CH2:11][CH2:12][CH2:13][CH2:14][CH2:15][CH3:16], predict the reactants needed to synthesize it. The reactants are: [Cl-].[Al+3].[Cl-].[Cl-].[CH2:5]([NH2:17])[CH2:6][CH2:7][CH2:8][CH2:9][CH2:10][CH2:11][CH2:12][CH2:13][CH2:14][CH2:15][CH3:16].[CH3:18][CH2:19][CH2:20][CH2:21][CH2:22][CH2:23][CH2:24][CH:25]1[O:30][C:28](=[O:29])[CH2:27][CH2:26]1.